This data is from NCI-60 drug combinations with 297,098 pairs across 59 cell lines. The task is: Regression. Given two drug SMILES strings and cell line genomic features, predict the synergy score measuring deviation from expected non-interaction effect. (1) Synergy scores: CSS=64.1, Synergy_ZIP=-0.186, Synergy_Bliss=3.95, Synergy_Loewe=-2.91, Synergy_HSA=7.62. Cell line: COLO 205. Drug 2: CC1C(C(CC(O1)OC2CC(CC3=C2C(=C4C(=C3O)C(=O)C5=CC=CC=C5C4=O)O)(C(=O)C)O)N)O. Drug 1: C1CN1C2=NC(=NC(=N2)N3CC3)N4CC4. (2) Drug 1: CC1=C2C(C(=O)C3(C(CC4C(C3C(C(C2(C)C)(CC1OC(=O)C(C(C5=CC=CC=C5)NC(=O)OC(C)(C)C)O)O)OC(=O)C6=CC=CC=C6)(CO4)OC(=O)C)O)C)O. Drug 2: C1CC(=O)NC(=O)C1N2C(=O)C3=CC=CC=C3C2=O. Cell line: HT29. Synergy scores: CSS=45.3, Synergy_ZIP=1.32, Synergy_Bliss=-1.72, Synergy_Loewe=-67.1, Synergy_HSA=-1.12. (3) Drug 1: C1CCC(C1)C(CC#N)N2C=C(C=N2)C3=C4C=CNC4=NC=N3. Drug 2: C1=NNC2=C1C(=O)NC=N2. Cell line: NCI/ADR-RES. Synergy scores: CSS=0.945, Synergy_ZIP=0.00335, Synergy_Bliss=-0.867, Synergy_Loewe=-2.10, Synergy_HSA=-2.02. (4) Drug 1: CN(C)N=NC1=C(NC=N1)C(=O)N. Drug 2: CC(C1=C(C=CC(=C1Cl)F)Cl)OC2=C(N=CC(=C2)C3=CN(N=C3)C4CCNCC4)N. Cell line: HOP-92. Synergy scores: CSS=2.32, Synergy_ZIP=-2.62, Synergy_Bliss=-5.74, Synergy_Loewe=-14.3, Synergy_HSA=-5.86.